This data is from Reaction yield outcomes from USPTO patents with 853,638 reactions. The task is: Predict the reaction yield, written as a fraction of the theoretical maximum amount of product (1.0 means a 100% yield; for example, 0.34 means a 34% yield). No catalyst specified. The yield is 0.280. The product is [CH2:1]([O:8][C:9]1[CH:14]=[N:13][N:12]([C:17]2[CH:25]=[C:24]3[C:20]([C:21]4[CH2:30][CH2:29][N:28]([C:31]([O:33][C:34]([CH3:37])([CH3:36])[CH3:35])=[O:32])[CH2:27][C:22]=4[N:23]3[CH3:26])=[CH:19][CH:18]=2)[C:11](=[O:15])[CH:10]=1)[C:2]1[CH:7]=[CH:6][CH:5]=[CH:4][CH:3]=1. The reactants are [CH2:1]([O:8][C:9]1[CH:14]=[N:13][NH:12][C:11](=[O:15])[CH:10]=1)[C:2]1[CH:7]=[CH:6][CH:5]=[CH:4][CH:3]=1.Br[C:17]1[CH:25]=[C:24]2[C:20]([C:21]3[CH2:30][CH2:29][N:28]([C:31]([O:33][C:34]([CH3:37])([CH3:36])[CH3:35])=[O:32])[CH2:27][C:22]=3[N:23]2[CH3:26])=[CH:19][CH:18]=1.